This data is from Forward reaction prediction with 1.9M reactions from USPTO patents (1976-2016). The task is: Predict the product of the given reaction. (1) Given the reactants [Cl:1][C:2]1[C:3]([F:42])=[C:4]([C@@H:8]2[C@:12]([C:15]3[CH:20]=[CH:19][C:18]([Cl:21])=[CH:17][C:16]=3[F:22])([C:13]#[N:14])[C@H:11]([CH2:23][C:24]([CH3:27])([CH3:26])[CH3:25])[NH:10][C@H:9]2[C:28]([NH:30][C:31]2[CH:39]=[CH:38][C:34]([C:35]([OH:37])=O)=[CH:33][C:32]=2[O:40][CH3:41])=[O:29])[CH:5]=[CH:6][CH:7]=1.[CH2:43]([N:45]([CH2:49][CH3:50])[CH2:46][CH2:47][NH2:48])[CH3:44], predict the reaction product. The product is: [ClH:1].[CH2:43]([N:45]([CH2:49][CH3:50])[CH2:46][CH2:47][NH:48][C:35]([C:34]1[CH:38]=[CH:39][C:31]([NH:30][C:28]([C@H:9]2[C@H:8]([C:4]3[CH:5]=[CH:6][CH:7]=[C:2]([Cl:1])[C:3]=3[F:42])[C@:12]([C:15]3[CH:20]=[CH:19][C:18]([Cl:21])=[CH:17][C:16]=3[F:22])([C:13]#[N:14])[C@H:11]([CH2:23][C:24]([CH3:25])([CH3:27])[CH3:26])[NH:10]2)=[O:29])=[C:32]([O:40][CH3:41])[CH:33]=1)=[O:37])[CH3:44]. (2) Given the reactants [NH:1]1[CH:5]=[CH:4][N:3]=[C:2]1[CH:6]([C:8]1[CH:13]=[CH:12][CH:11]=[C:10]([C:14]2[CH:19]=[CH:18][N:17]=[CH:16][CH:15]=2)[CH:9]=1)O.C([SiH](CC)CC)C.FC(F)(F)C(O)=O, predict the reaction product. The product is: [NH:1]1[CH:5]=[CH:4][N:3]=[C:2]1[CH2:6][C:8]1[CH:9]=[C:10]([C:14]2[CH:19]=[CH:18][N:17]=[CH:16][CH:15]=2)[CH:11]=[CH:12][CH:13]=1. (3) Given the reactants B(O)O.Br[C:5]1[CH:6]=[C:7]([CH:10]=[CH:11][N:12]=1)[CH:8]=[O:9].[S:13]1[CH:17]=[CH:16][C:15](B(O)O)=[CH:14]1, predict the reaction product. The product is: [S:13]1[CH:17]=[CH:16][C:15]([C:5]2[CH:6]=[C:7]([CH:10]=[CH:11][N:12]=2)[CH:8]=[O:9])=[CH:14]1. (4) Given the reactants [CH3:1][C:2]([NH:4][C:5]1[S:9][C:8]([S:10]([NH2:13])(=[O:12])=[O:11])=[N:7][N:6]=1)=[O:3].N#N.[OH-].[Na+:17], predict the reaction product. The product is: [CH3:1][C:2]([NH:4][C:5]1[S:9][C:8]([S:10]([NH-:13])(=[O:12])=[O:11])=[N:7][N:6]=1)=[O:3].[Na+:17]. (5) Given the reactants [Li+].[F:2][C:3]([F:23])([F:22])[C:4]1[CH:9]=[CH:8][C:7]([N:10]2[CH2:15][CH2:14][N:13]([CH2:16][CH2:17][CH2:18][C:19]([O-])=[O:20])[CH2:12][CH2:11]2)=[CH:6][CH:5]=1.C(N(C(C)C)CC)(C)C.F[P-](F)(F)(F)(F)F.CN(C)C(ON1C2C=CC=CC=2N=N1)=[N+](C)C.Cl.[N+:58]([C:61]1[CH:73]=[CH:72][C:64]([O:65][CH:66]2[CH2:71][CH2:70][NH:69][CH2:68][CH2:67]2)=[CH:63][C:62]=1[C:74]([F:77])([F:76])[F:75])([O-:60])=[O:59], predict the reaction product. The product is: [N+:58]([C:61]1[CH:73]=[CH:72][C:64]([O:65][CH:66]2[CH2:71][CH2:70][N:69]([C:19](=[O:20])[CH2:18][CH2:17][CH2:16][N:13]3[CH2:14][CH2:15][N:10]([C:7]4[CH:8]=[CH:9][C:4]([C:3]([F:23])([F:2])[F:22])=[CH:5][CH:6]=4)[CH2:11][CH2:12]3)[CH2:68][CH2:67]2)=[CH:63][C:62]=1[C:74]([F:77])([F:75])[F:76])([O-:60])=[O:59]. (6) Given the reactants C([O:5][C:6](=[O:54])[CH2:7][CH2:8][CH2:9][CH2:10][CH2:11][CH2:12][N:13]1[C:22]2[C:17]([C:18](=[O:24])[NH:19][C:20](=[O:23])[N:21]=2)=[N:16][C:15]2[CH:25]=[C:26]([CH3:53])[C:27]([N:29]3[CH2:34][CH2:33][N:32]([C:35]4[CH:44]=[C:43]5[C:38]([C:39](=[O:51])[C:40]([C:48]([OH:50])=[O:49])=[CH:41][N:42]5[CH:45]5[CH2:47][CH2:46]5)=[CH:37][C:36]=4[F:52])[CH2:31][CH2:30]3)=[CH:28][C:14]1=2)(C)(C)C, predict the reaction product. The product is: [C:6]([CH2:7][CH2:8][CH2:9][CH2:10][CH2:11][CH2:12][N:13]1[C:22]2[C:17]([C:18](=[O:24])[NH:19][C:20](=[O:23])[N:21]=2)=[N:16][C:15]2[CH:25]=[C:26]([CH3:53])[C:27]([N:29]3[CH2:30][CH2:31][N:32]([C:35]4[CH:44]=[C:43]5[C:38]([C:39](=[O:51])[C:40]([C:48]([OH:50])=[O:49])=[CH:41][N:42]5[CH:45]5[CH2:46][CH2:47]5)=[CH:37][C:36]=4[F:52])[CH2:33][CH2:34]3)=[CH:28][C:14]1=2)([OH:54])=[O:5]. (7) Given the reactants Br[C:2]1[CH:7]=[CH:6][C:5]([C@@H:8]([C:16]2[CH:21]=[CH:20][C:19]([F:22])=[CH:18][C:17]=2[F:23])[NH:9][S@:10]([C:12]([CH3:15])([CH3:14])[CH3:13])=[O:11])=[CH:4][CH:3]=1.[CH3:24][PH:25]([O-])([O-:29])[O:26][CH2:27][CH3:28].CCN(CC)CC, predict the reaction product. The product is: [F:23][C:17]1[CH:18]=[C:19]([F:22])[CH:20]=[CH:21][C:16]=1[C@@H:8]([NH:9][S@:10]([C:12]([CH3:15])([CH3:14])[CH3:13])=[O:11])[C:5]1[CH:6]=[CH:7][C:2]([P:25]([CH3:24])(=[O:29])[O:26][CH2:27][CH3:28])=[CH:3][CH:4]=1.